This data is from Catalyst prediction with 721,799 reactions and 888 catalyst types from USPTO. The task is: Predict which catalyst facilitates the given reaction. Reactant: [OH:1][CH2:2][C@H:3]1[N:10]([C:11]([O:13][C:14]([CH3:17])([CH3:16])[CH3:15])=[O:12])[CH2:9][CH2:8][C:5]2([CH2:7][CH2:6]2)[CH2:4]1.CC1(C)N([O])C(C)(C)CCC1.CC(C(O)=O)CN. Product: [CH:2]([CH:3]1[N:10]([C:11]([O:13][C:14]([CH3:17])([CH3:16])[CH3:15])=[O:12])[CH2:9][CH2:8][C:5]2([CH2:6][CH2:7]2)[CH2:4]1)=[O:1]. The catalyst class is: 2.